Predict the reaction yield, written as a fraction of the theoretical maximum amount of product (1.0 means a 100% yield; for example, 0.34 means a 34% yield). From a dataset of Reaction yield outcomes from USPTO patents with 853,638 reactions. The product is [C:35]1([CH:23]([C:17]2[CH:22]=[CH:21][CH:20]=[CH:19][CH:18]=2)[N:24]2[C:32]3[C:27](=[CH:28][CH:29]=[CH:30][CH:31]=3)[C:26]([OH:33])([C:8]3[C:9]([OH:11])=[CH:10][C:5]4[O:4][CH2:3][CH2:2][O:1][C:6]=4[CH:7]=3)[C:25]2=[O:34])[CH:36]=[CH:37][CH:38]=[CH:39][CH:40]=1. The reactants are [O:1]1[C:6]2[CH:7]=[CH:8][C:9]([OH:11])=[CH:10][C:5]=2[O:4][CH2:3][CH2:2]1.C([Mg]Cl)(C)C.[C:17]1([CH:23]([C:35]2[CH:40]=[CH:39][CH:38]=[CH:37][CH:36]=2)[N:24]2[C:32]3[C:27](=[CH:28][CH:29]=[CH:30][CH:31]=3)[C:26](=[O:33])[C:25]2=[O:34])[CH:22]=[CH:21][CH:20]=[CH:19][CH:18]=1.O. The catalyst is O1CCCC1.C(OCC)(=O)C. The yield is 0.920.